This data is from Full USPTO retrosynthesis dataset with 1.9M reactions from patents (1976-2016). The task is: Predict the reactants needed to synthesize the given product. (1) Given the product [CH2:4]([N:6]1[C:7]2[C:8](=[CH:9][C:10]([N+:13]([O-:15])=[O:14])=[CH:11][CH:12]=2)[CH2:16][C:17]1=[O:19])[CH3:5], predict the reactants needed to synthesize it. The reactants are: C(N)C.[CH2:4]([NH:6][C:7]1[CH:12]=[CH:11][C:10]([N+:13]([O-:15])=[O:14])=[CH:9][C:8]=1[CH2:16][C:17]([OH:19])=O)[CH3:5].Cl. (2) Given the product [Br:11][C:12]1[CH:13]=[CH:14][C:15]([CH:18]([CH2:35][C:34]([O:33][C:29]([CH3:32])([CH3:31])[CH3:30])=[O:37])[C:19]([O:21][CH2:22][C:23]2[CH:24]=[CH:25][CH:26]=[CH:27][CH:28]=2)=[O:20])=[CH:16][CH:17]=1, predict the reactants needed to synthesize it. The reactants are: C[Si]([N-][Si](C)(C)C)(C)C.[Li+].[Br:11][C:12]1[CH:17]=[CH:16][C:15]([CH2:18][C:19]([O:21][CH2:22][C:23]2[CH:28]=[CH:27][CH:26]=[CH:25][CH:24]=2)=[O:20])=[CH:14][CH:13]=1.[C:29]([O:33][C:34](=[O:37])[CH2:35]Br)([CH3:32])([CH3:31])[CH3:30].[Cl-].[NH4+]. (3) Given the product [BrH:22].[CH:6]12[CH2:7][CH2:8][CH2:9][CH:10]1[CH2:11][NH:4][CH:5]2[C:12]([OH:14])=[O:13], predict the reactants needed to synthesize it. The reactants are: C([N:4]1[CH2:11][CH:10]2[CH:6]([CH2:7][CH2:8][CH2:9]2)[C:5]1(C(OCC)=O)[C:12]([O:14]CC)=[O:13])(=O)C.[BrH:22].